This data is from Full USPTO retrosynthesis dataset with 1.9M reactions from patents (1976-2016). The task is: Predict the reactants needed to synthesize the given product. (1) Given the product [Cl:1][C:2]1[CH:3]=[C:4]([CH2:19][OH:20])[C:5]2[O:9][C:8]([C:10]3[CH:15]=[CH:14][C:13]([Cl:16])=[CH:12][C:11]=3[Cl:17])=[CH:7][C:6]=2[CH:18]=1, predict the reactants needed to synthesize it. The reactants are: [Cl:1][C:2]1[CH:3]=[C:4]([C:19](OC)=[O:20])[C:5]2[O:9][C:8]([C:10]3[CH:15]=[CH:14][C:13]([Cl:16])=[CH:12][C:11]=3[Cl:17])=[CH:7][C:6]=2[CH:18]=1.[H-].[H-].[H-].[H-].[Li+].[Al+3]. (2) Given the product [C:37]([O:13][C@@H:10]1[C@H:9]([C:14]2[CH:15]=[CH:16][C:17]([O:20][CH3:21])=[CH:18][CH:19]=2)[S:8][C:7]2[C:22]([C:26]([O:28][CH3:29])=[O:27])=[CH:23][CH:24]=[CH:25][C:6]=2[N:5]([CH2:4][CH2:3][N:2]([CH3:1])[CH3:30])[C:11]1=[O:12])(=[O:39])[CH3:38], predict the reactants needed to synthesize it. The reactants are: [CH3:1][N:2]([CH3:30])[CH2:3][CH2:4][N:5]1[C:11](=[O:12])[C@H:10]([OH:13])[C@H:9]([C:14]2[CH:19]=[CH:18][C:17]([O:20][CH3:21])=[CH:16][CH:15]=2)[S:8][C:7]2[C:22]([C:26]([O:28][CH3:29])=[O:27])=[CH:23][CH:24]=[CH:25][C:6]1=2.N1C=CC=CC=1.[C:37](Cl)(=[O:39])[CH3:38]. (3) Given the product [CH3:25][O:26][C:27]([C:29]1[S:30][C:31]([C:34]([NH:36][NH:37][C:9]([O:11][C:12]([CH3:13])([CH3:14])[CH3:15])=[O:10])=[O:35])=[CH:32][CH:33]=1)=[O:28], predict the reactants needed to synthesize it. The reactants are: [C:9](O[C:9]([O:11][C:12]([CH3:15])([CH3:14])[CH3:13])=[O:10])([O:11][C:12]([CH3:15])([CH3:14])[CH3:13])=[O:10].CCN(C(C)C)C(C)C.[CH3:25][O:26][C:27]([C:29]1[S:30][C:31]([C:34]([NH:36][NH2:37])=[O:35])=[CH:32][CH:33]=1)=[O:28].